This data is from Full USPTO retrosynthesis dataset with 1.9M reactions from patents (1976-2016). The task is: Predict the reactants needed to synthesize the given product. Given the product [Cl:20][C:18]1[CH:17]=[CH:16][N:15]=[C:14]([C:12]([NH:11][C:7]2[CH:8]=[CH:9][CH:10]=[C:5]([C:3]([NH:22][NH2:23])=[O:2])[N:6]=2)=[O:13])[CH:19]=1, predict the reactants needed to synthesize it. The reactants are: C[O:2][C:3]([C:5]1[CH:10]=[CH:9][CH:8]=[C:7]([NH:11][C:12]([C:14]2[CH:19]=[C:18]([Cl:20])[CH:17]=[CH:16][N:15]=2)=[O:13])[N:6]=1)=O.O.[NH2:22][NH2:23].